This data is from Reaction yield outcomes from USPTO patents with 853,638 reactions. The task is: Predict the reaction yield, written as a fraction of the theoretical maximum amount of product (1.0 means a 100% yield; for example, 0.34 means a 34% yield). The reactants are [H-].[Na+].[Cl:3][C:4]1[C:12]2[NH:11][C:10]3[CH2:13][CH2:14][N:15]([C:18]([O:20][C:21]([CH3:24])([CH3:23])[CH3:22])=[O:19])[CH2:16][CH2:17][C:9]=3[C:8]=2[CH:7]=[CH:6][C:5]=1[Cl:25].Br[CH2:27][C:28]([O:30][CH2:31][CH3:32])=[O:29]. The catalyst is CN(C=O)C. The product is [Cl:3][C:4]1[C:12]2[N:11]([CH2:27][C:28]([O:30][CH2:31][CH3:32])=[O:29])[C:10]3[CH2:13][CH2:14][N:15]([C:18]([O:20][C:21]([CH3:22])([CH3:24])[CH3:23])=[O:19])[CH2:16][CH2:17][C:9]=3[C:8]=2[CH:7]=[CH:6][C:5]=1[Cl:25]. The yield is 0.810.